From a dataset of Forward reaction prediction with 1.9M reactions from USPTO patents (1976-2016). Predict the product of the given reaction. (1) The product is: [CH2:34]([N:3]([CH2:1][CH3:2])[CH2:4]/[CH:5]=[CH:6]\[C:7]1[CH:12]=[C:11]([F:13])[CH:10]=[CH:9][C:8]=1[S:14]([NH:17][C:18]1[CH:26]=[CH:25][C:24]2[N:23]3[CH2:27][CH2:28][CH2:29][CH:22]3[CH2:21][C:20]=2[C:19]=1[C:30]([OH:32])=[O:31])(=[O:15])=[O:16])[CH3:35]. Given the reactants [CH2:1]([N:3]([CH2:34][CH3:35])[CH2:4]/[CH:5]=[CH:6]\[C:7]1[CH:12]=[C:11]([F:13])[CH:10]=[CH:9][C:8]=1[S:14]([NH:17][C:18]1[CH:26]=[CH:25][C:24]2[N:23]3[CH2:27][CH2:28][CH2:29][CH:22]3[CH2:21][C:20]=2[C:19]=1[C:30]([O:32]C)=[O:31])(=[O:16])=[O:15])[CH3:2].O.[OH-].[Li+].C(O)=O, predict the reaction product. (2) Given the reactants [NH:1]1[CH2:5][CH2:4][C:3]2([CH2:10][CH:9]3[CH2:11][N:6]2[CH2:7][CH2:8]3)[CH2:2]1.C1(P(C2C=CC=CC=2)C2C=CC3C(=CC=CC=3)C=2C2C3C(=CC=CC=3)C=CC=2P(C2C=CC=CC=2)C2C=CC=CC=2)C=CC=CC=1.CC(C)([O-])C.[K+].Br[C:65]1[CH:66]=[C:67]([O:71][C:72]2[CH:77]=[CH:76][CH:75]=[CH:74][CH:73]=2)[CH:68]=[N:69][CH:70]=1, predict the reaction product. The product is: [O:71]([C:67]1[CH:66]=[C:65]([N:1]2[CH2:5][CH2:4][C:3]3([CH2:10][CH:9]4[CH2:11][N:6]3[CH2:7][CH2:8]4)[CH2:2]2)[CH:70]=[N:69][CH:68]=1)[C:72]1[CH:73]=[CH:74][CH:75]=[CH:76][CH:77]=1.